This data is from Peptide-MHC class I binding affinity with 185,985 pairs from IEDB/IMGT. The task is: Regression. Given a peptide amino acid sequence and an MHC pseudo amino acid sequence, predict their binding affinity value. This is MHC class I binding data. (1) The peptide sequence is PIGMQFDKVY. The MHC is HLA-A03:01 with pseudo-sequence HLA-A03:01. The binding affinity (normalized) is 0. (2) The peptide sequence is SPAIFQSSM. The MHC is HLA-B54:01 with pseudo-sequence HLA-B54:01. The binding affinity (normalized) is 0.128.